This data is from Full USPTO retrosynthesis dataset with 1.9M reactions from patents (1976-2016). The task is: Predict the reactants needed to synthesize the given product. Given the product [CH2:1]([C:3]1[N:4]([C:28]2[CH:29]=[CH:30][C:31]([O:34][CH2:35][C:36]([O:39][CH3:42])([CH3:37])[CH3:38])=[CH:32][CH:33]=2)[C:5](=[O:27])[C:6]([CH2:12][C:13]2[CH:14]=[CH:15][C:16]([C:19]3[C:20]([C:25]#[N:26])=[CH:21][CH:22]=[CH:23][CH:24]=3)=[CH:17][CH:18]=2)=[C:7]([CH2:9][CH2:10][CH3:11])[N:8]=1)[CH3:2], predict the reactants needed to synthesize it. The reactants are: [CH2:1]([C:3]1[N:4]([C:28]2[CH:33]=[CH:32][C:31]([O:34][CH2:35][C:36]([OH:39])([CH3:38])[CH3:37])=[CH:30][CH:29]=2)[C:5](=[O:27])[C:6]([CH2:12][C:13]2[CH:18]=[CH:17][C:16]([C:19]3[C:20]([C:25]#[N:26])=[CH:21][CH:22]=[CH:23][CH:24]=3)=[CH:15][CH:14]=2)=[C:7]([CH2:9][CH2:10][CH3:11])[N:8]=1)[CH3:2].[H-].[Na+].[CH3:42]I.